Dataset: Catalyst prediction with 721,799 reactions and 888 catalyst types from USPTO. Task: Predict which catalyst facilitates the given reaction. (1) Product: [Cl:12][C:10]1[CH:9]=[CH:8][C:6]2[N:7]=[C:3]([CH2:2][P:16](=[O:20])([O:17][CH2:18][CH3:19])[O:15][CH2:13][CH3:14])[S:4][C:5]=2[CH:11]=1. The catalyst class is: 11. Reactant: Br[CH2:2][C:3]1[S:4][C:5]2[CH:11]=[C:10]([Cl:12])[CH:9]=[CH:8][C:6]=2[N:7]=1.[CH2:13]([O:15][P:16]([O:20]CC)[O:17][CH2:18][CH3:19])[CH3:14]. (2) Reactant: [C:1]1([CH:7]([NH:9][C:10]2[C:11](=[O:26])[NH:12][CH:13]=[C:14]([C:16]3[CH:25]=[CH:24][CH:23]=[C:22]4[C:17]=3[CH:18]=[CH:19][CH:20]=[N:21]4)[N:15]=2)[CH3:8])[CH:6]=[CH:5][CH:4]=[CH:3][CH:2]=1.[C:27](N1C=CN=C1)(N1C=CN=C1)=[O:28]. Product: [C:1]1([CH:7]([N:9]2[C:10]3=[N:15][C:14]([C:16]4[CH:25]=[CH:24][CH:23]=[C:22]5[C:17]=4[CH:18]=[CH:19][CH:20]=[N:21]5)=[CH:13][N:12]=[C:11]3[O:26][C:27]2=[O:28])[CH3:8])[CH:2]=[CH:3][CH:4]=[CH:5][CH:6]=1. The catalyst class is: 12. (3) Reactant: [C:1](Cl)(=[O:8])[C:2]1[CH:7]=[CH:6][CH:5]=[CH:4][CH:3]=1.C(N(CC)CC)C.Cl.[Br:18][C:19]1[CH:20]=[C:21]2[C:25](=[CH:26][CH:27]=1)[N:24]([CH2:28][CH:29]1[CH2:34][CH2:33][NH:32][CH2:31][CH2:30]1)[CH:23]=[CH:22]2.CO.ClCCl. Product: [Br:18][C:19]1[CH:20]=[C:21]2[C:25](=[CH:26][CH:27]=1)[N:24]([CH2:28][CH:29]1[CH2:30][CH2:31][N:32]([C:1]([C:2]3[CH:7]=[CH:6][CH:5]=[CH:4][CH:3]=3)=[O:8])[CH2:33][CH2:34]1)[CH:23]=[CH:22]2. The catalyst class is: 46. (4) Reactant: Br[C:2]1[CH:3]=[C:4]([C:14]([NH:16][CH2:17][C:18]2[C:19](=[O:27])[NH:20][C:21]([CH3:26])=[CH:22][C:23]=2[CH2:24][CH3:25])=[O:15])[C:5]2[CH:10]=[N:9][N:8]([CH:11]([CH3:13])[CH3:12])[C:6]=2[N:7]=1.[CH3:28][C:29]1([CH3:46])[CH2:34][C:33](B2OC(C)(C)C(C)(C)O2)=[CH:32][C:31]([CH3:45])([CH3:44])[NH:30]1.O1CCOCC1.O.C([O-])([O-])=O.[Na+].[Na+]. Product: [CH2:24]([C:23]1[CH:22]=[C:21]([CH3:26])[NH:20][C:19](=[O:27])[C:18]=1[CH2:17][NH:16][C:14]([C:4]1[C:5]2[CH:10]=[N:9][N:8]([CH:11]([CH3:13])[CH3:12])[C:6]=2[N:7]=[C:2]([C:33]2[CH2:32][C:31]([CH3:45])([CH3:44])[NH:30][C:29]([CH3:46])([CH3:28])[CH:34]=2)[CH:3]=1)=[O:15])[CH3:25]. The catalyst class is: 257.